From a dataset of Catalyst prediction with 721,799 reactions and 888 catalyst types from USPTO. Predict which catalyst facilitates the given reaction. (1) Reactant: [Cl:1][CH2:2][C:3]([C:5]1[CH:6]=[C:7]2[C:11](=[CH:12][CH:13]=1)[NH:10][C:9](=[O:14])[CH2:8]2)=O.FC(F)(F)C(O)=O.C([SiH](CC)CC)C. Product: [Cl:1][CH2:2][CH2:3][C:5]1[CH:6]=[C:7]2[C:11](=[CH:12][CH:13]=1)[NH:10][C:9](=[O:14])[CH2:8]2. The catalyst class is: 81. (2) Reactant: CC1(C)[O:6][CH:5]([CH2:7][O:8][NH:9][C:10]([C:12]2[C:20]([NH:21][C:22]3[CH:27]=[CH:26][C:25]([I:28])=[CH:24][C:23]=3[F:29])=[C:19]([F:30])[C:15]3[N:16]=[N:17][S:18][C:14]=3[CH:13]=2)=[O:11])[CH2:4][O:3]1.Cl.C(=O)(O)[O-].[Na+]. Product: [OH:6][CH:5]([CH2:4][OH:3])[CH2:7][O:8][NH:9][C:10]([C:12]1[C:20]([NH:21][C:22]2[CH:27]=[CH:26][C:25]([I:28])=[CH:24][C:23]=2[F:29])=[C:19]([F:30])[C:15]2[N:16]=[N:17][S:18][C:14]=2[CH:13]=1)=[O:11]. The catalyst class is: 2. (3) Reactant: [H-].[Na+].[C:3]([O:13][CH2:14][C:15]1[CH:20]=[CH:19][CH:18]=[CH:17][CH:16]=1)(=[O:12])[CH2:4][C:5]([O:7][C:8]([CH3:11])([CH3:10])[CH3:9])=[O:6].Br[CH2:22][CH2:23][CH2:24][CH2:25][CH2:26][CH2:27][CH2:28][CH2:29][CH2:30][CH2:31][CH3:32].CCOCC. Product: [CH2:32]([CH:4]([C:5]([O:7][C:8]([CH3:11])([CH3:10])[CH3:9])=[O:6])[C:3]([O:13][CH2:14][C:15]1[CH:16]=[CH:17][CH:18]=[CH:19][CH:20]=1)=[O:12])[CH2:31][CH2:30][CH2:29][CH2:28][CH2:27][CH2:26][CH2:25][CH2:24][CH2:23][CH3:22]. The catalyst class is: 18. (4) Reactant: [CH2:1]([O:8][C:9]1[CH:14]=[CH:13][NH:12][C:11](=[O:15])[CH:10]=1)[C:2]1[CH:7]=[CH:6][CH:5]=[CH:4][CH:3]=1.C(=O)([O-])[O-].[Cs+].[Cs+].Br[CH2:23][C:24]([C:26]1[CH:31]=[CH:30][C:29]([CH2:32][OH:33])=[CH:28][C:27]=1[CH3:34])=[O:25].O. Product: [CH2:1]([O:8][C:9]1[CH:14]=[CH:13][N:12]([CH2:23][C:24]([C:26]2[CH:31]=[CH:30][C:29]([CH2:32][OH:33])=[CH:28][C:27]=2[CH3:34])=[O:25])[C:11](=[O:15])[CH:10]=1)[C:2]1[CH:3]=[CH:4][CH:5]=[CH:6][CH:7]=1. The catalyst class is: 16. (5) Reactant: [NH2:1][C:2]1[CH:7]=[CH:6][C:5]([Cl:8])=[CH:4][C:3]=1[NH:9][C:10]1[N:18]=[C:17]2[C:13]([NH:14][C:15](=[O:25])[N:16]2[CH:19]2[CH2:24][CH2:23][O:22][CH2:21][CH2:20]2)=[C:12]([C:26]2[CH:31]=[CH:30][N:29]=[CH:28][CH:27]=2)[N:11]=1.[CH3:32]OC(OC)OC.C1(C)C=CC(S(O)(=O)=O)=CC=1. The catalyst class is: 5. Product: [Cl:8][C:5]1[CH:6]=[CH:7][C:2]2[N:1]=[CH:32][N:9]([C:10]3[N:18]=[C:17]4[C:13]([NH:14][C:15](=[O:25])[N:16]4[CH:19]4[CH2:24][CH2:23][O:22][CH2:21][CH2:20]4)=[C:12]([C:26]4[CH:27]=[CH:28][N:29]=[CH:30][CH:31]=4)[N:11]=3)[C:3]=2[CH:4]=1. (6) Reactant: N[C:2]([C:4]1([NH:17][C:18]([O:20][CH2:21][C:22]2[CH:27]=[CH:26][CH:25]=[CH:24][CH:23]=2)=[O:19])[CH2:9][CH2:8][N:7]([C:10]([O:12][C:13]([CH3:16])([CH3:15])[CH3:14])=[O:11])[CH2:6][CH2:5]1)=[O:3].C([OH:30])C. Product: [CH2:21]([O:20][C:18]([NH:17][C:4]1([C:2]([OH:30])=[O:3])[CH2:9][CH2:8][N:7]([C:10]([O:12][C:13]([CH3:15])([CH3:16])[CH3:14])=[O:11])[CH2:6][CH2:5]1)=[O:19])[C:22]1[CH:27]=[CH:26][CH:25]=[CH:24][CH:23]=1. The catalyst class is: 45. (7) Reactant: [OH:1][CH2:2][C:3]1[S:7][C:6]([CH2:8][C:9]([O:11]C)=[O:10])=[CH:5][CH:4]=1.[OH-].[Li+].Cl. Product: [OH:1][CH2:2][C:3]1[S:7][C:6]([CH2:8][C:9]([OH:11])=[O:10])=[CH:5][CH:4]=1. The catalyst class is: 83. (8) Reactant: Cl[CH2:2][CH2:3][CH2:4][CH2:5]/[C:6](=[N:13]\[S@:14]([C:16]([CH3:19])([CH3:18])[CH3:17])=[O:15])/[C:7]1[CH:12]=[CH:11][CH:10]=[CH:9][CH:8]=1. Product: [CH3:17][C:16]([S@@:14]([N:13]1[CH2:2][CH2:3][CH2:4][CH2:5][C@@H:6]1[C:7]1[CH:12]=[CH:11][CH:10]=[CH:9][CH:8]=1)=[O:15])([CH3:19])[CH3:18]. The catalyst class is: 5. (9) Reactant: [NH2:1][C:2]1[CH:7]=[C:6]([Cl:8])[N:5]=[CH:4][C:3]=1[CH2:9][OH:10]. Product: [NH2:1][C:2]1[C:3]([CH:9]=[O:10])=[CH:4][N:5]=[C:6]([Cl:8])[CH:7]=1. The catalyst class is: 485.